This data is from Forward reaction prediction with 1.9M reactions from USPTO patents (1976-2016). The task is: Predict the product of the given reaction. The product is: [NH2:16][C:17]1[C:26]([CH:27]2[CH2:28][CH2:29][CH2:30][CH2:31][O:32]2)=[CH:25][C:24]2[C:19](=[CH:20][CH:21]=[C:22]([C:34]3[C:39]([CH3:40])=[CH:38][CH:37]=[CH:36][C:35]=3[C:41]([N:43]3[CH2:44][CH2:45][CH2:46][CH2:47]3)=[O:42])[CH:23]=2)[N:18]=1. Given the reactants CC1C=CC(S(O)(=O)=O)=CC=1.C([NH:16][C:17]1[C:26]([CH:27](O)[CH2:28][CH2:29][CH2:30][CH2:31][OH:32])=[CH:25][C:24]2[C:19](=[CH:20][CH:21]=[C:22]([C:34]3[C:39]([CH3:40])=[CH:38][CH:37]=[CH:36][C:35]=3[C:41]([N:43]3[CH2:47][CH2:46][CH2:45][CH2:44]3)=[O:42])[CH:23]=2)[N:18]=1)(C)(C)C, predict the reaction product.